This data is from TCR-epitope binding with 47,182 pairs between 192 epitopes and 23,139 TCRs. The task is: Binary Classification. Given a T-cell receptor sequence (or CDR3 region) and an epitope sequence, predict whether binding occurs between them. (1) The epitope is EIYKRWII. The TCR CDR3 sequence is CASSSRGVRSLDTQYF. Result: 1 (the TCR binds to the epitope). (2) The epitope is GLCTLVAML. The TCR CDR3 sequence is CASSQAAGSINEQFF. Result: 0 (the TCR does not bind to the epitope). (3) The epitope is FVRATATIPI. The TCR CDR3 sequence is CASSSRAGDTQYF. Result: 0 (the TCR does not bind to the epitope). (4) Result: 0 (the TCR does not bind to the epitope). The epitope is RPHERNGFTVL. The TCR CDR3 sequence is CASSVATEGYEQYF. (5) The epitope is LLALHRSYL. The TCR CDR3 sequence is CASSSDRGETQYF. Result: 0 (the TCR does not bind to the epitope).